Dataset: Full USPTO retrosynthesis dataset with 1.9M reactions from patents (1976-2016). Task: Predict the reactants needed to synthesize the given product. (1) Given the product [OH:35][C:31]1[CH:30]=[C:29]([CH2:28][CH2:27][CH2:26][NH:25][C:21]2[N:20]=[C:19]([CH3:36])[C:18]([C:16]([NH:15][C@@H:4]([CH2:5][NH:6][C:7]([C:9]3[S:10][CH:11]=[C:12]([CH3:14])[CH:13]=3)=[O:8])[C:3]([OH:37])=[O:2])=[O:17])=[C:23]([CH3:24])[N:22]=2)[CH:34]=[CH:33][CH:32]=1, predict the reactants needed to synthesize it. The reactants are: C[O:2][C:3](=[O:37])[C@@H:4]([NH:15][C:16]([C:18]1[C:19]([CH3:36])=[N:20][C:21]([NH:25][CH2:26][CH2:27][CH2:28][C:29]2[CH:34]=[CH:33][CH:32]=[C:31]([OH:35])[CH:30]=2)=[N:22][C:23]=1[CH3:24])=[O:17])[CH2:5][NH:6][C:7]([C:9]1[S:10][CH:11]=[C:12]([CH3:14])[CH:13]=1)=[O:8].O.[OH-].[Li+].S([O-])(O)(=O)=O.[K+]. (2) Given the product [N:24]12[CH2:29][CH2:28][CH:27]([CH2:26][CH2:25]1)[CH:22]([NH:21][C:16]([C:15]1[C:9]3[O:8][C:7]([C:1]4[CH:2]=[CH:3][CH:4]=[CH:5][CH:6]=4)=[N:11][C:10]=3[CH:12]=[CH:13][CH:14]=1)=[O:18])[CH2:23]2, predict the reactants needed to synthesize it. The reactants are: [C:1]1([C:7]2[O:8][C:9]3[C:15]([C:16]([OH:18])=O)=[CH:14][CH:13]=[CH:12][C:10]=3[N:11]=2)[CH:6]=[CH:5][CH:4]=[CH:3][CH:2]=1.Cl.Cl.[NH2:21][CH:22]1[CH:27]2[CH2:28][CH2:29][N:24]([CH2:25][CH2:26]2)[CH2:23]1. (3) Given the product [OH:5][C:4]1[CH:3]=[C:2]([CH3:1])[O:11][C:10](=[O:12])[C:9]=1[C:8](=[O:13])[CH:7]=[CH:6][CH:14]([CH3:15])[CH3:16], predict the reactants needed to synthesize it. The reactants are: [CH3:1][C:2]1[O:11][C:10](=[O:12])[C:9]2[C:8](=[O:13])[CH2:7][CH:6]([CH:14]([CH3:16])[CH3:15])[O:5][C:4]=2[CH:3]=1.[OH-].[K+].C(OC)(C)(C)C.Cl. (4) Given the product [OH:27][C:26]1[C:25]([CH3:28])=[CH:24][C:21]([CH2:22][CH2:16][C:15]([C:9]2[S:10][C:11]([CH2:12][CH2:13][CH3:14])=[C:7]([C:1]3[CH:2]=[CH:3][CH:4]=[CH:5][CH:6]=3)[CH:8]=2)=[O:17])=[CH:20][C:19]=1[CH3:18], predict the reactants needed to synthesize it. The reactants are: [C:1]1([C:7]2[CH:8]=[C:9]([C:15](=[O:17])[CH3:16])[S:10][C:11]=2[CH2:12][CH2:13][CH3:14])[CH:6]=[CH:5][CH:4]=[CH:3][CH:2]=1.[CH3:18][C:19]1[CH:20]=[C:21]([CH:24]=[C:25]([CH3:28])[C:26]=1[OH:27])[CH:22]=O. (5) Given the product [OH:8][CH:1]([C:2]1[CH:7]=[CH:6][CH:5]=[CH:4][CH:3]=1)[C@H:9]1[CH2:14][CH2:13][C@H:12]([C:15]([NH:17][CH2:18][CH2:19][NH:20][C:21]([C:23]2[C:24]([C:34]([F:37])([F:36])[F:35])=[N:25][N:26]([C:28]3[CH:33]=[CH:32][CH:31]=[CH:30][CH:29]=3)[CH:27]=2)=[O:22])=[O:16])[CH2:11][CH2:10]1, predict the reactants needed to synthesize it. The reactants are: [C:1]([C@H:9]1[CH2:14][CH2:13][C@H:12]([C:15]([NH:17][CH2:18][CH2:19][NH:20][C:21]([C:23]2[C:24]([C:34]([F:37])([F:36])[F:35])=[N:25][N:26]([C:28]3[CH:33]=[CH:32][CH:31]=[CH:30][CH:29]=3)[CH:27]=2)=[O:22])=[O:16])[CH2:11][CH2:10]1)(=[O:8])[C:2]1[CH:7]=[CH:6][CH:5]=[CH:4][CH:3]=1.[BH4-].[Na+].O. (6) The reactants are: Br[C:2]1[CH:3]=[C:4]2[C:9](=[N:10][CH:11]=1)[NH:8][CH2:7][CH2:6][CH:5]2[OH:12].[CH3:13][N:14]1[CH2:19][CH2:18][N:17]([C:20]([C:22]2[CH:27]=[CH:26][C:25](B3OC(C)(C)C(C)(C)O3)=[CH:24][CH:23]=2)=[O:21])[CH2:16][CH2:15]1. Given the product [OH:12][CH:5]1[CH2:6][CH2:7][NH:8][C:9]2[N:10]=[CH:11][C:2]([C:25]3[CH:24]=[CH:23][C:22]([C:20]([N:17]4[CH2:18][CH2:19][N:14]([CH3:13])[CH2:15][CH2:16]4)=[O:21])=[CH:27][CH:26]=3)=[CH:3][C:4]1=2, predict the reactants needed to synthesize it.